This data is from NCI-60 drug combinations with 297,098 pairs across 59 cell lines. The task is: Regression. Given two drug SMILES strings and cell line genomic features, predict the synergy score measuring deviation from expected non-interaction effect. Drug 1: CC=C1C(=O)NC(C(=O)OC2CC(=O)NC(C(=O)NC(CSSCCC=C2)C(=O)N1)C(C)C)C(C)C. Drug 2: COCCOC1=C(C=C2C(=C1)C(=NC=N2)NC3=CC=CC(=C3)C#C)OCCOC.Cl. Cell line: EKVX. Synergy scores: CSS=17.6, Synergy_ZIP=-8.48, Synergy_Bliss=-1.75, Synergy_Loewe=-7.72, Synergy_HSA=0.524.